From a dataset of Full USPTO retrosynthesis dataset with 1.9M reactions from patents (1976-2016). Predict the reactants needed to synthesize the given product. (1) Given the product [Cl:34][C:35]1[C:36]2[C:46]([F:47])=[CH:45][CH:44]=[CH:43][C:37]=2[S:38][C:39]=1[C:40]([N:18]([CH2:17][C:11]1[CH:10]=[C:9]([C:6]2[CH:7]=[CH:8][C:3]([C:1]#[N:2])=[CH:4][CH:5]=2)[CH:14]=[CH:13][C:12]=1[O:15][CH3:16])[CH:19]1[CH2:24][CH2:23][CH:22]([N:25]([CH3:33])[C:26](=[O:32])[O:27][C:28]([CH3:30])([CH3:29])[CH3:31])[CH2:21][CH2:20]1)=[O:41], predict the reactants needed to synthesize it. The reactants are: [C:1]([C:3]1[CH:8]=[CH:7][C:6]([C:9]2[CH:14]=[CH:13][C:12]([O:15][CH3:16])=[C:11]([CH2:17][NH:18][CH:19]3[CH2:24][CH2:23][CH:22]([N:25]([CH3:33])[C:26](=[O:32])[O:27][C:28]([CH3:31])([CH3:30])[CH3:29])[CH2:21][CH2:20]3)[CH:10]=2)=[CH:5][CH:4]=1)#[N:2].[Cl:34][C:35]1[C:36]2[C:46]([F:47])=[CH:45][CH:44]=[CH:43][C:37]=2[S:38][C:39]=1[C:40](Cl)=[O:41]. (2) Given the product [CH2:17]([O:16][C:14]([C:4]1[S:3][C:2]([NH:1][C:25](=[O:26])[C:22]2[CH:23]=[CH:24][C:19]([CH3:28])=[CH:20][CH:21]=2)=[N:6][C:5]=1[C:7]([F:13])([F:12])[C:8]([F:9])([F:10])[F:11])=[O:15])[CH3:18], predict the reactants needed to synthesize it. The reactants are: [NH2:1][C:2]1[S:3][C:4]([C:14]([O:16][CH2:17][CH3:18])=[O:15])=[C:5]([C:7]([F:13])([F:12])[C:8]([F:11])([F:10])[F:9])[N:6]=1.[C:19]1([CH3:28])[CH:24]=[CH:23][C:22]([C:25](Cl)=[O:26])=[CH:21][CH:20]=1.Cl.